Dataset: Forward reaction prediction with 1.9M reactions from USPTO patents (1976-2016). Task: Predict the product of the given reaction. (1) Given the reactants [N+:1]([C:4]1[N:5]=[CH:6][NH:7][CH:8]=1)([O-:3])=[O:2].[C:9](=O)([O-])[O-].[K+].[K+].IC, predict the reaction product. The product is: [CH3:9][N:7]1[CH:8]=[C:4]([N+:1]([O-:3])=[O:2])[N:5]=[CH:6]1. (2) Given the reactants S([N:11]1[C:15]2[N:16]=[CH:17][C:18]3[N:19]([C:20]([CH2:23][C:24]4([CH2:28][NH2:29])[CH2:27][CH2:26][CH2:25]4)=[N:21][N:22]=3)[C:14]=2[CH:13]=[CH:12]1)(C1C=CC(C)=CC=1)(=O)=O.C(OC([NH:37][C:38]1([CH2:42][C:43](O)=[O:44])CCC1)=O)(C)(C)C.CCN=C=NCCCN(C)C.Cl.Cl.C(CC(O)=O)#N.C1C=CC2N(O)N=NC=2C=1.CCN(C(C)C)C(C)C, predict the reaction product. The product is: [C:20]1([CH2:23][C:24]2([CH2:28][NH:29][C:43](=[O:44])[CH2:42][C:38]#[N:37])[CH2:25][CH2:26][CH2:27]2)[N:19]2[C:14]3[CH:13]=[CH:12][NH:11][C:15]=3[N:16]=[CH:17][C:18]2=[N:22][N:21]=1.